From a dataset of Forward reaction prediction with 1.9M reactions from USPTO patents (1976-2016). Predict the product of the given reaction. (1) Given the reactants [F:1][C:2]1[C:7]2[N:8]([CH:12]([CH3:14])[CH3:13])[C:9](=[O:11])[O:10][C:6]=2[CH:5]=[C:4]([N:15]2[CH2:19][C@H:18]([C:20]([O:22]C)=O)[O:17][C:16]2=[O:24])[CH:3]=1.[NH3:25], predict the reaction product. The product is: [F:1][C:2]1[C:7]2[N:8]([CH:12]([CH3:14])[CH3:13])[C:9](=[O:11])[O:10][C:6]=2[CH:5]=[C:4]([N:15]2[CH2:19][C@H:18]([C:20]([NH2:25])=[O:22])[O:17][C:16]2=[O:24])[CH:3]=1. (2) Given the reactants [CH2:1]([C:8]1[C:13]([O:14][CH3:15])=[CH:12][CH:11]=[CH:10][C:9]=1[CH2:16]O)[C:2]1[CH:7]=[CH:6][CH:5]=[CH:4][CH:3]=1.C(=O)([O-])[O-].[Ba+2].S(Cl)([Cl:25])=O, predict the reaction product. The product is: [Cl:25][CH2:16][C:9]1[C:8]([CH2:1][C:2]2[CH:7]=[CH:6][CH:5]=[CH:4][CH:3]=2)=[C:13]([O:14][CH3:15])[CH:12]=[CH:11][CH:10]=1. (3) Given the reactants [C@H:1]1([C:9]([OH:11])=O)[C:3]2([CH2:8][CH2:7][CH2:6][CH2:5][CH2:4]2)[CH2:2]1.C1(C(O)=O)C2(CCCCC2)C1.[NH2:23][CH2:24][C@@H:25]([OH:27])[CH3:26].Cl.NCC(N)=O, predict the reaction product. The product is: [OH:27][C@@H:25]([CH3:26])[CH2:24][NH:23][C:9]([C@H:1]1[C:3]2([CH2:4][CH2:5][CH2:6][CH2:7][CH2:8]2)[CH2:2]1)=[O:11]. (4) Given the reactants [F:1][C:2]([F:11])([F:10])[C:3]1[CH:4]=[CH:5][C:6]([NH2:9])=[N:7][CH:8]=1.[Br:12][C:13]1[CH:14]=[C:15]([CH:18]=[CH:19][CH:20]=1)[CH:16]=O.O.C1(C)C=CC(S(O)(=O)=O)=CC=1.[N+:33]([C:35]([CH3:38])([CH3:37])[CH3:36])#[C-:34], predict the reaction product. The product is: [Br:12][C:13]1[CH:14]=[C:15]([C:16]2[N:9]=[C:6]3[CH:5]=[CH:4][C:3]([C:2]([F:1])([F:10])[F:11])=[CH:8][N:7]3[C:34]=2[NH:33][C:35]([CH3:38])([CH3:37])[CH3:36])[CH:18]=[CH:19][CH:20]=1. (5) Given the reactants [CH3:1][N:2]1[C:7](=[O:8])[CH:6]=[C:5]([C:9]2[CH:14]=[CH:13][N:12]=[CH:11][N:10]=2)[N:4]=[C:3]1[N:15]1[CH2:20][CH2:19][NH:18][CH2:17][C@H:16]1[CH3:21].F[C:23]1[CH:30]=[CH:29][C:26]([C:27]#[N:28])=[CH:25][CH:24]=1.C(=O)([O-])[O-].[K+].[K+], predict the reaction product. The product is: [CH3:21][C@H:16]1[N:15]([C:3]2[N:2]([CH3:1])[C:7](=[O:8])[CH:6]=[C:5]([C:9]3[CH:14]=[CH:13][N:12]=[CH:11][N:10]=3)[N:4]=2)[CH2:20][CH2:19][N:18]([C:23]2[CH:30]=[CH:29][C:26]([C:27]#[N:28])=[CH:25][CH:24]=2)[CH2:17]1. (6) The product is: [Br:24][C:16]1[C:17]2[C:18]3[C:23](=[CH:22][CH:21]=[CH:20][CH:19]=3)[N:11]([CH2:1][CH2:2][CH2:3][CH2:4][CH2:5][CH2:6][CH2:7][CH2:8][CH2:9][CH3:10])[C:12]=2[CH:13]=[CH:14][CH:15]=1. Given the reactants [CH2:1]([N:11]1[C:23]2[CH:22]=[CH:21][CH:20]=[CH:19][C:18]=2[C:17]2[C:12]1=[CH:13][CH:14]=[CH:15][CH:16]=2)[CH2:2][CH2:3][CH2:4][CH2:5][CH2:6][CH2:7][CH2:8][CH2:9][CH3:10].[Br:24]N1C(=O)CCC1=O, predict the reaction product. (7) Given the reactants [H-].[Na+].[Br:3][C:4]1[CH:9]=[CH:8][CH:7]=[CH:6][C:5]=1[N:10]1[C:15](=[O:16])[CH:14]([C:17]2[CH:22]=[CH:21][CH:20]=[C:19]([OH:23])[CH:18]=2)[CH2:13][C:12]([C:24]2[CH:29]=[CH:28][CH:27]=[CH:26][N:25]=2)=[N:11]1.Br[CH2:31][CH2:32][O:33][Si](C(C)(C)C)(C)C.C(OCC)(=O)C, predict the reaction product. The product is: [Br:3][C:4]1[CH:9]=[CH:8][CH:7]=[CH:6][C:5]=1[N:10]1[C:15](=[O:16])[C:14]([C:17]2[CH:22]=[CH:21][CH:20]=[C:19]([O:23][CH2:31][CH2:32][OH:33])[CH:18]=2)=[CH:13][C:12]([C:24]2[CH:29]=[CH:28][CH:27]=[CH:26][N:25]=2)=[N:11]1. (8) Given the reactants C(N(CC)CC)C.[CH2:8]([S:15](Cl)(=[O:17])=[O:16])[C:9]1[CH:14]=[CH:13][CH:12]=[CH:11][CH:10]=1.[NH2:19][C:20]1[CH:32]=[C:31]([CH2:33][CH2:34][C:35]2[CH:40]=[CH:39][CH:38]=[CH:37][CH:36]=2)[CH:30]=[CH:29][C:21]=1[C:22]([O:24][C:25]([CH3:28])([CH3:27])[CH3:26])=[O:23].C(=O)([O-])O.[Na+], predict the reaction product. The product is: [CH2:8]([S:15]([NH:19][C:20]1[CH:32]=[C:31]([CH2:33][CH2:34][C:35]2[CH:36]=[CH:37][CH:38]=[CH:39][CH:40]=2)[CH:30]=[CH:29][C:21]=1[C:22]([O:24][C:25]([CH3:28])([CH3:27])[CH3:26])=[O:23])(=[O:17])=[O:16])[C:9]1[CH:14]=[CH:13][CH:12]=[CH:11][CH:10]=1.